Regression. Given a peptide amino acid sequence and an MHC pseudo amino acid sequence, predict their binding affinity value. This is MHC class I binding data. From a dataset of Peptide-MHC class I binding affinity with 185,985 pairs from IEDB/IMGT. (1) The peptide sequence is LARFPCNVI. The MHC is HLA-A26:01 with pseudo-sequence HLA-A26:01. The binding affinity (normalized) is 0.0847. (2) The peptide sequence is YLKKGRLSL. The MHC is HLA-B15:17 with pseudo-sequence HLA-B15:17. The binding affinity (normalized) is 0.0847. (3) The peptide sequence is GFTPPHGGL. The MHC is Patr-A0301 with pseudo-sequence Patr-A0301. The binding affinity (normalized) is 0. (4) The peptide sequence is KVKSLKLLN. The MHC is H-2-Kb with pseudo-sequence H-2-Kb. The binding affinity (normalized) is 0. (5) The MHC is HLA-A02:02 with pseudo-sequence HLA-A02:02. The binding affinity (normalized) is 0.864. The peptide sequence is AINGVMWTV. (6) The peptide sequence is VPNVYVKF. The MHC is Mamu-B52 with pseudo-sequence Mamu-B52. The binding affinity (normalized) is 0.282. (7) The binding affinity (normalized) is 0.0847. The MHC is HLA-A02:01 with pseudo-sequence HLA-A02:01. The peptide sequence is EFIYWDWLY. (8) The peptide sequence is IVLSHILPL. The MHC is HLA-B39:01 with pseudo-sequence HLA-B39:01. The binding affinity (normalized) is 0.0847.